Dataset: Forward reaction prediction with 1.9M reactions from USPTO patents (1976-2016). Task: Predict the product of the given reaction. (1) Given the reactants [Li+].[BH4-].[Br:3][C:4]1[CH:5]=[C:6]([CH:11]=[C:12]([O:14][Si:15]([C:18]([CH3:21])([CH3:20])[CH3:19])([CH3:17])[CH3:16])[CH:13]=1)[C:7](OC)=[O:8].CO.[NH4+].[Cl-], predict the reaction product. The product is: [Br:3][C:4]1[CH:5]=[C:6]([CH2:7][OH:8])[CH:11]=[C:12]([O:14][Si:15]([C:18]([CH3:19])([CH3:20])[CH3:21])([CH3:17])[CH3:16])[CH:13]=1. (2) Given the reactants [H-].[Na+].[NH2:3][C:4]1[CH:5]=[C:6]([SH:10])[CH:7]=[CH:8][CH:9]=1.Cl[C:12]1[C:21]2[C:16](=[CH:17][C:18]([O:27][CH3:28])=[C:19]([O:22][CH2:23][CH2:24][CH2:25][Cl:26])[CH:20]=2)[N:15]=[CH:14][N:13]=1, predict the reaction product. The product is: [Cl:26][CH2:25][CH2:24][CH2:23][O:22][C:19]1[CH:20]=[C:21]2[C:16](=[CH:17][C:18]=1[O:27][CH3:28])[N:15]=[CH:14][N:13]=[C:12]2[S:10][C:6]1[CH:5]=[C:4]([CH:9]=[CH:8][CH:7]=1)[NH2:3]. (3) Given the reactants [Br:1][C:2]1[CH:7]=[CH:6][C:5]([C:8](=O)[CH3:9])=[C:4]([CH3:11])[CH:3]=1.[CH3:12][C:13]([S@:16]([NH2:18])=[O:17])([CH3:15])[CH3:14], predict the reaction product. The product is: [Br:1][C:2]1[CH:7]=[CH:6][C:5]([C:8](=[N:18][S@@:16]([C:13]([CH3:15])([CH3:14])[CH3:12])=[O:17])[CH3:9])=[C:4]([CH3:11])[CH:3]=1. (4) Given the reactants [CH3:1][O:2][C:3](=[O:23])[N:4]([C:14]1[CH:19]=[C:18](Br)[C:17]([F:21])=[C:16](Br)[CH:15]=1)[CH2:5][C:6]1[CH:11]=[CH:10][C:9]([O:12][CH3:13])=[CH:8][CH:7]=1.C1C=CC(P(C2C=CC3C(=CC=CC=3)C=2C2C3C(=CC=CC=3)C=CC=2P(C2C=CC=CC=2)C2C=CC=CC=2)C2C=CC=CC=2)=CC=1.C(=O)([O-])[O-].[Cs+].[Cs+].[CH3:76][N:77]1[CH2:82][CH2:81][NH:80][CH2:79][CH2:78]1.C(=[NH:96])(C1C=CC=CC=1)C1C=CC=CC=1.Cl, predict the reaction product. The product is: [CH3:1][O:2][C:3](=[O:23])[N:4]([C:14]1[CH:19]=[C:18]([N:80]2[CH2:81][CH2:82][N:77]([CH3:76])[CH2:78][CH2:79]2)[C:17]([F:21])=[C:16]([NH2:96])[CH:15]=1)[CH2:5][C:6]1[CH:11]=[CH:10][C:9]([O:12][CH3:13])=[CH:8][CH:7]=1. (5) Given the reactants [C:1]1([CH3:17])[CH:6]=[CH:5][CH:4]=[C:3]([O:7][C:8]2[CH:9]=[C:10]([CH:14]=[CH:15][CH:16]=2)[C:11]([OH:13])=O)[CH:2]=1.[NH2:18][C@@H:19]1[C@H:23]2[O:24][CH2:25][C@H:26]([NH:27][C:28]([CH:30]3[CH2:32][CH2:31]3)=[O:29])[C@H:22]2[O:21][CH2:20]1, predict the reaction product. The product is: [CH:30]1([C:28]([NH:27][C@@H:26]2[C@H:22]3[O:21][CH2:20][C@H:19]([NH:18][C:11](=[O:13])[C:10]4[CH:14]=[CH:15][CH:16]=[C:8]([O:7][C:3]5[CH:2]=[C:1]([CH3:17])[CH:6]=[CH:5][CH:4]=5)[CH:9]=4)[C@H:23]3[O:24][CH2:25]2)=[O:29])[CH2:31][CH2:32]1.